The task is: Predict the reactants needed to synthesize the given product.. This data is from Full USPTO retrosynthesis dataset with 1.9M reactions from patents (1976-2016). (1) Given the product [F:34][C:25]1[CH:26]=[C:27]([C:30]([F:32])([F:33])[F:31])[CH:28]=[CH:29][C:24]=1[CH:11]([C:12]1[C:20]2[C:15](=[C:16]([CH2:21][S:22][CH3:23])[CH:17]=[CH:18][CH:19]=2)[NH:14][CH:13]=1)[CH2:10][CH2:9][C:1]#[N:2], predict the reactants needed to synthesize it. The reactants are: [C-:1]#[N:2].[K+].CS(O[CH2:9][CH2:10][CH:11]([C:24]1[CH:29]=[CH:28][C:27]([C:30]([F:33])([F:32])[F:31])=[CH:26][C:25]=1[F:34])[C:12]1[C:20]2[C:15](=[C:16]([CH2:21][S:22][CH3:23])[CH:17]=[CH:18][CH:19]=2)[NH:14][CH:13]=1)(=O)=O. (2) Given the product [CH2:12]([N:11]1[C:10](=[O:19])[C:9]([CH3:20])=[C:8]([CH3:21])[N:7]=[C:6]1[CH:2]([NH:1][CH2:23][C:24](=[O:38])[CH2:25][CH2:26][N:27]1[C:35](=[O:36])[C:34]2[C:29](=[CH:30][CH:31]=[CH:32][CH:33]=2)[C:28]1=[O:37])[CH:3]([CH3:4])[CH3:5])[C:13]1[CH:14]=[CH:15][CH:16]=[CH:17][CH:18]=1, predict the reactants needed to synthesize it. The reactants are: [NH2:1][CH:2]([C:6]1[N:11]([CH2:12][C:13]2[CH:18]=[CH:17][CH:16]=[CH:15][CH:14]=2)[C:10](=[O:19])[C:9]([CH3:20])=[C:8]([CH3:21])[N:7]=1)[CH:3]([CH3:5])[CH3:4].Br[CH2:23][C:24](=[O:38])[CH2:25][CH2:26][N:27]1[C:35](=[O:36])[C:34]2[C:29](=[CH:30][CH:31]=[CH:32][CH:33]=2)[C:28]1=[O:37].C(N(CC)C(C)C)(C)C.